From a dataset of Full USPTO retrosynthesis dataset with 1.9M reactions from patents (1976-2016). Predict the reactants needed to synthesize the given product. (1) Given the product [Si:10]([O:17][CH2:18][C@@H:19]([N:25]([CH2:33][C:34](=[O:35])[CH:5]=[CH:6][CH3:7])[C:26](=[O:32])[O:27][C:28]([CH3:30])([CH3:29])[CH3:31])[C:20]([CH:22]1[CH2:23][CH2:24]1)=[CH2:21])([C:13]([CH3:15])([CH3:14])[CH3:16])([CH3:12])[CH3:11], predict the reactants needed to synthesize it. The reactants are: [Cl-].[Ce+3].[Cl-].[Cl-].[CH:5](/[Mg]Br)=[CH:6]\[CH3:7].[Si:10]([O:17][CH2:18][C@@H:19]([N:25]([CH2:33][C:34](N(OC)C)=[O:35])[C:26](=[O:32])[O:27][C:28]([CH3:31])([CH3:30])[CH3:29])[C:20]([CH:22]1[CH2:24][CH2:23]1)=[CH2:21])([C:13]([CH3:16])([CH3:15])[CH3:14])([CH3:12])[CH3:11]. (2) Given the product [CH3:67][C:57]1[CH:62]=[CH:61][C:60]([S:63]([O:56][CH2:55][CH:53]2[CH2:52][C:51]3[C:46]([Br:45])=[CH:47][CH:48]=[CH:49][C:50]=3[O:54]2)(=[O:65])=[O:64])=[CH:59][CH:58]=1, predict the reactants needed to synthesize it. The reactants are: C(C1C=CC(Br)=CC=1O)C=C.ClC1C=C(C=CC=1)C(OO)=O.C(=O)([O-])[O-].[K+].[K+].ClC1C2OC(CO)CC=2C(C(F)(F)F)=CC=1.[Br:45][C:46]1[C:51]2[CH2:52][CH:53]([CH2:55][OH:56])[O:54][C:50]=2[CH:49]=[CH:48][CH:47]=1.[C:57]1([CH3:67])[CH:62]=[CH:61][C:60]([S:63](Cl)(=[O:65])=[O:64])=[CH:59][CH:58]=1.CC1C=CC(S(OCC2CC3C(C(F)(F)F)=CC=C(Cl)C=3O2)(=O)=O)=CC=1. (3) Given the product [NH2:42][C:39]1[CH:38]=[CH:37][C:36]2[NH:35][CH:34]=[C:33]3[C:45](=[O:46])[N:30]([C:27]4[CH:26]=[CH:25][C:24]([O:23][CH3:22])=[CH:29][CH:28]=4)[N:31]=[C:32]3[C:41]=2[CH:40]=1, predict the reactants needed to synthesize it. The reactants are: NC1C=CC2NC=C3C(=O)N(C4C=CC=CC=4)N=C3C=2C=1.[CH3:22][O:23][C:24]1[CH:29]=[CH:28][C:27]([N:30]2[C:45](=[O:46])[C:33]3=[CH:34][NH:35][C:36]4[CH:37]=[CH:38][C:39]([N+:42]([O-])=O)=[CH:40][C:41]=4[C:32]3=[N:31]2)=[CH:26][CH:25]=1. (4) Given the product [CH3:8][C:6]1([CH3:9])[CH2:7][C:2]([NH2:14])([CH3:12])[CH2:3][C:4]([CH3:11])([CH3:10])[CH2:5]1, predict the reactants needed to synthesize it. The reactants are: O[C:2]1([CH3:12])[CH2:7][C:6]([CH3:9])([CH3:8])[CH2:5][C:4]([CH3:11])([CH3:10])[CH2:3]1.[C-]#[N:14].[Na+].C(O)(=O)C.S(=O)(=O)(O)O. (5) The reactants are: [F:1][C:2]1[CH:7]=[CH:6][CH:5]=[CH:4][C:3]=1[S:8]([C:11]1[CH:12]=[C:13]2[C:17](=[CH:18][CH:19]=1)[N:16]([CH:20]1[CH2:25][CH2:24][N:23]([C:26]([O:28][C:29]([CH3:32])([CH3:31])[CH3:30])=[O:27])[CH2:22][CH2:21]1)[CH2:15][CH2:14]2)(=[O:10])=[O:9].ClC1C(=O)C(C#N)=C(C#N)C(=O)C=1Cl. Given the product [F:1][C:2]1[CH:7]=[CH:6][CH:5]=[CH:4][C:3]=1[S:8]([C:11]1[CH:12]=[C:13]2[C:17](=[CH:18][CH:19]=1)[N:16]([CH:20]1[CH2:25][CH2:24][N:23]([C:26]([O:28][C:29]([CH3:32])([CH3:31])[CH3:30])=[O:27])[CH2:22][CH2:21]1)[CH:15]=[CH:14]2)(=[O:10])=[O:9], predict the reactants needed to synthesize it. (6) Given the product [F:35][C:29]1[C:30]([CH:32]([CH3:33])[CH3:34])=[CH:31][C:26]([C:17]2[CH:18]=[CH:19][C:20]([C:22]([F:24])([F:25])[F:23])=[CH:21][C:16]=2[CH2:15][OH:14])=[C:27]([O:37][CH3:38])[C:28]=1[OH:36], predict the reactants needed to synthesize it. The reactants are: [F-].C([NH3+])(C)(C)C.[Si]([O:14][CH2:15][C:16]1[CH:21]=[C:20]([C:22]([F:25])([F:24])[F:23])[CH:19]=[CH:18][C:17]=1[C:26]1[CH:31]=[C:30]([CH:32]([CH3:34])[CH3:33])[C:29]([F:35])=[C:28]([OH:36])[C:27]=1[O:37][CH3:38])(C(C)(C)C)(C)C.[NH4+].[Cl-]. (7) Given the product [C:1]([C:3]1[CH:7]=[N:6][N:5]2[C:13]([C:15]3[CH:16]=[C:17]([N:21]([CH2:26][CH3:27])[S:22]([CH3:25])(=[O:24])=[O:23])[CH:18]=[CH:19][CH:20]=3)=[CH:12][CH:11]=[N:8][C:4]=12)#[N:2], predict the reactants needed to synthesize it. The reactants are: [C:1]([C:3]1[CH:7]=[N:6][NH:5][C:4]=1[NH2:8])#[N:2].CN(C)[CH:11]=[CH:12][C:13]([C:15]1[CH:16]=[C:17]([N:21]([CH2:26][CH3:27])[S:22]([CH3:25])(=[O:24])=[O:23])[CH:18]=[CH:19][CH:20]=1)=O.C(OCC)(=O)C.